Dataset: Reaction yield outcomes from USPTO patents with 853,638 reactions. Task: Predict the reaction yield, written as a fraction of the theoretical maximum amount of product (1.0 means a 100% yield; for example, 0.34 means a 34% yield). (1) The reactants are [H-].[Na+].[CH3:3][S:4][C:5]1[CH:6]=[C:7]([NH:11][C:12]#[N:13])[CH:8]=[CH:9][CH:10]=1.I[CH3:15]. The catalyst is C1COCC1. The product is [CH3:15][N:11]([C:7]1[CH:8]=[CH:9][CH:10]=[C:5]([S:4][CH3:3])[CH:6]=1)[C:12]#[N:13]. The yield is 0.730. (2) The reactants are [I:1][C:2]1[CH:7]=[CH:6][C:5]([C:8]2([OH:18])[CH2:17][CH2:16][C:11]3(OCC[O:12]3)[CH2:10][CH2:9]2)=[CH:4][CH:3]=1.Cl.[OH-].[Na+]. The product is [OH:18][C:8]1([C:5]2[CH:4]=[CH:3][C:2]([I:1])=[CH:7][CH:6]=2)[CH2:9][CH2:10][C:11](=[O:12])[CH2:16][CH2:17]1. The catalyst is CC(C)=O. The yield is 0.980. (3) The reactants are C(OC([NH:8][NH:9][CH2:10][C:11]([C:13]1[CH:18]=[CH:17][C:16]([Cl:19])=[CH:15][CH:14]=1)=[CH2:12])=O)(C)(C)C.Cl.CCOCC. The catalyst is CO. The product is [ClH:19].[Cl:19][C:16]1[CH:15]=[CH:14][C:13]([C:11](=[CH2:12])[CH2:10][NH:9][NH2:8])=[CH:18][CH:17]=1. The yield is 1.00. (4) The reactants are [CH2:1]([O:8][C:9]1[CH:14]=[CH:13][N:12]2[N:15]=[C:16]([CH3:34])[C:17]([C:18]3[S:19][C:20]([C:29]4[NH:33][CH:32]=[N:31][N:30]=4)=[C:21]([C:23]4[CH:28]=[CH:27][CH:26]=[CH:25][CH:24]=4)[N:22]=3)=[C:11]2[CH:10]=1)[C:2]1[CH:7]=[CH:6][CH:5]=[CH:4][CH:3]=1.[O:35]1[CH:40]=[CH:39][CH2:38][CH2:37][CH2:36]1.O.C1(C)C=CC(S(O)(=O)=O)=CC=1. The catalyst is O1CCCC1. The product is [CH2:1]([O:8][C:9]1[CH:14]=[CH:13][N:12]2[N:15]=[C:16]([CH3:34])[C:17]([C:18]3[S:19][C:20]([C:29]4[N:33]=[CH:32][N:31]([CH:36]5[CH2:37][CH2:38][CH2:39][CH2:40][O:35]5)[N:30]=4)=[C:21]([C:23]4[CH:28]=[CH:27][CH:26]=[CH:25][CH:24]=4)[N:22]=3)=[C:11]2[CH:10]=1)[C:2]1[CH:7]=[CH:6][CH:5]=[CH:4][CH:3]=1. The yield is 0.840. (5) The reactants are [CH2:1]([O:7][CH2:8][CH2:9][OH:10])[CH2:2][O:3][CH2:4][CH2:5][OH:6].CCN(CC)CC.[CH3:18][S:19](Cl)(=[O:21])=[O:20].CCOC(C)=O. The catalyst is Cl. The product is [CH3:18][S:19]([O:6][CH2:5][CH2:4][O:3][CH2:2][CH2:1][O:7][CH2:8][CH2:9][OH:10])(=[O:21])=[O:20]. The yield is 0.250.